From a dataset of Catalyst prediction with 721,799 reactions and 888 catalyst types from USPTO. Predict which catalyst facilitates the given reaction. (1) Reactant: Cl.[NH2:2][C:3]1[C:12]2[N:13]=[C:14]([CH2:16][CH2:17][CH3:18])[S:15][C:11]=2[C:10]2[CH:9]=[CH:8][C:7]([O:19][CH2:20][CH2:21][CH2:22][NH:23]C(=O)OC(C)(C)C)=[CH:6][C:5]=2[N:4]=1. Product: [NH2:23][CH2:22][CH2:21][CH2:20][O:19][C:7]1[CH:8]=[CH:9][C:10]2[C:11]3[S:15][C:14]([CH2:16][CH2:17][CH3:18])=[N:13][C:12]=3[C:3]([NH2:2])=[N:4][C:5]=2[CH:6]=1. The catalyst class is: 8. (2) Reactant: [F:1][C:2]1[CH:3]=[C:4]([CH:31]=[CH:32][CH:33]=1)[CH2:5][NH:6][C:7](=[O:30])[NH:8][C:9]1[S:10][CH:11]=[C:12]([CH2:14][N:15]([CH3:29])[C:16]([C:18]2[C:19]([C:24]([O:26]CC)=[O:25])=[N:20][O:21][C:22]=2[CH3:23])=[O:17])[N:13]=1.[OH-].[Na+]. Product: [F:1][C:2]1[CH:3]=[C:4]([CH:31]=[CH:32][CH:33]=1)[CH2:5][NH:6][C:7](=[O:30])[NH:8][C:9]1[S:10][CH:11]=[C:12]([CH2:14][N:15]([CH3:29])[C:16]([C:18]2[C:19]([C:24]([OH:26])=[O:25])=[N:20][O:21][C:22]=2[CH3:23])=[O:17])[N:13]=1. The catalyst class is: 8. (3) Reactant: [CH:1]([N:14]1[CH2:19][CH2:18][N:17]([C:20]2([CH2:24]S(C3C=CC=CC=3)(=O)=O)[CH2:23][O:22][CH2:21]2)[CH2:16][CH2:15]1)([C:8]1[CH:13]=[CH:12][CH:11]=[CH:10][CH:9]=1)[C:2]1[CH:7]=[CH:6][CH:5]=[CH:4][CH:3]=1.[Mg].Cl. Product: [CH:1]([N:14]1[CH2:19][CH2:18][N:17]([C:20]2([CH3:24])[CH2:21][O:22][CH2:23]2)[CH2:16][CH2:15]1)([C:8]1[CH:9]=[CH:10][CH:11]=[CH:12][CH:13]=1)[C:2]1[CH:7]=[CH:6][CH:5]=[CH:4][CH:3]=1. The catalyst class is: 92.